This data is from Full USPTO retrosynthesis dataset with 1.9M reactions from patents (1976-2016). The task is: Predict the reactants needed to synthesize the given product. (1) Given the product [Br:2][C:3]1[S:4][CH:5]=[C:6]([C:8](=[O:10])[NH2:1])[N:7]=1, predict the reactants needed to synthesize it. The reactants are: [NH3:1].[Br:2][C:3]1[S:4][CH:5]=[C:6]([C:8]([O:10]CC)=O)[N:7]=1. (2) Given the product [ClH:26].[CH2:1]([O:8][C:9]1[CH:18]=[C:17]2[C:12]([C:13]([Cl:26])=[CH:14][CH:15]=[N:16]2)=[CH:11][C:10]=1[CH2:20][CH2:21][CH2:22][CH3:23])[C:2]1[CH:7]=[CH:6][CH:5]=[CH:4][CH:3]=1, predict the reactants needed to synthesize it. The reactants are: [CH2:1]([O:8][C:9]1[CH:18]=[C:17]2[C:12]([C:13](=O)[CH:14]=[CH:15][NH:16]2)=[CH:11][C:10]=1[CH2:20][CH2:21][CH2:22][CH3:23])[C:2]1[CH:7]=[CH:6][CH:5]=[CH:4][CH:3]=1.O=P(Cl)(Cl)[Cl:26].CN(C)C1C=CC=CC=1. (3) Given the product [Cl:20][C:21]1[CH:22]=[C:23]([CH:27]=[CH:28][C:29]=1[Cl:30])[CH2:24][N:25]([CH3:26])[C:8](=[O:10])[CH:7]=[C:5]1[C:4](=[O:11])[O:3][C:2]([CH3:1])([CH3:12])[O:6]1, predict the reactants needed to synthesize it. The reactants are: [CH3:1][C:2]1([CH3:12])[O:6][C:5](=[CH:7][C:8]([OH:10])=O)[C:4](=[O:11])[O:3]1.C(Cl)(=O)C(Cl)=O.Cl.[Cl:20][C:21]1[CH:22]=[C:23]([CH:27]=[CH:28][C:29]=1[Cl:30])[CH2:24][NH:25][CH3:26].[Cl-].[Na+]. (4) Given the product [C:37]([NH:2][C@H:3]1[CH2:8][CH2:7][C@H:6]([NH:9][C:10]([C:12]2[C:16]3[N:17]=[CH:18][N:19]=[C:20]([C:21]4[CH:26]=[C:25]([CH:27]([F:29])[F:28])[CH:24]=[CH:23][C:22]=4[O:30][CH2:31][CH:32]4[CH2:34][CH2:33]4)[C:15]=3[NH:14][C:13]=2[CH3:35])=[O:11])[C@@H:5]([CH3:36])[CH2:4]1)(=[O:39])[CH3:38], predict the reactants needed to synthesize it. The reactants are: Cl.[NH2:2][C@H:3]1[CH2:8][CH2:7][C@H:6]([NH:9][C:10]([C:12]2[C:16]3[N:17]=[CH:18][N:19]=[C:20]([C:21]4[CH:26]=[C:25]([CH:27]([F:29])[F:28])[CH:24]=[CH:23][C:22]=4[O:30][CH2:31][CH:32]4[CH2:34][CH2:33]4)[C:15]=3[NH:14][C:13]=2[CH3:35])=[O:11])[C@@H:5]([CH3:36])[CH2:4]1.[C:37](Cl)(=[O:39])[CH3:38].